This data is from Forward reaction prediction with 1.9M reactions from USPTO patents (1976-2016). The task is: Predict the product of the given reaction. (1) Given the reactants [N+:1]([C:4]1[CH:9]=[CH:8][C:7](/[CH:10]=[CH:11]/[C:12]([O:14][CH2:15][CH3:16])=[O:13])=[CH:6][CH:5]=1)([O-])=O.[H][H], predict the reaction product. The product is: [NH2:1][C:4]1[CH:5]=[CH:6][C:7]([CH2:10][CH2:11][C:12]([O:14][CH2:15][CH3:16])=[O:13])=[CH:8][CH:9]=1. (2) Given the reactants [CH2:1]([O:3][C:4]([C:6]1[NH:7][C:8]2[C:13]([CH:14]=1)=[CH:12][C:11]([C:15]1[CH:20]=[CH:19][C:18]([C:21]([F:24])([F:23])[F:22])=[CH:17][N:16]=1)=[CH:10][CH:9]=2)=[O:5])[CH3:2].[CH:25]([O:28][C:29]1[N:34]=[CH:33][C:32](B(O)O)=[CH:31][CH:30]=1)([CH3:27])[CH3:26], predict the reaction product. The product is: [CH2:1]([O:3][C:4]([C:6]1[N:7]([C:32]2[CH:33]=[N:34][C:29]([O:28][CH:25]([CH3:27])[CH3:26])=[CH:30][CH:31]=2)[C:8]2[C:13]([CH:14]=1)=[CH:12][C:11]([C:15]1[CH:20]=[CH:19][C:18]([C:21]([F:23])([F:24])[F:22])=[CH:17][N:16]=1)=[CH:10][CH:9]=2)=[O:5])[CH3:2]. (3) Given the reactants Cl[C:2]1[CH:7]=[C:6]([C:8]2[N:12]=[C:11]([N:13]3[CH2:18][CH2:17][N:16]([CH2:19][CH2:20][C:21]4[CH:26]=[CH:25][N:24]=[C:23]([O:27][CH3:28])[CH:22]=4)[CH2:15][CH2:14]3)[S:10][N:9]=2)[CH:5]=[CH:4][N:3]=1.Cl[C:30]1SN=C(C2C=CN=C(Cl)C=2)N=1.Cl.Cl.Cl.COC1C=C(CCN2CCNCC2)C=CN=1, predict the reaction product. The product is: [CH3:28][O:27][C:23]1[CH:22]=[C:21]([CH2:20][CH2:19][N:16]2[CH2:17][CH2:18][N:13]([C:11]3[S:10][N:9]=[C:8]([C:6]4[CH:5]=[CH:4][N:3]=[C:2]([CH3:30])[CH:7]=4)[N:12]=3)[CH2:14][CH2:15]2)[CH:26]=[CH:25][N:24]=1. (4) Given the reactants CC([N:5]([CH2:9][C:10]1[C:11](=[O:20])[NH:12][C:13]([CH:17]2[CH2:19][CH2:18]2)=[CH:14][C:15]=1[CH3:16])C(=O)[O-])(C)C.CCOC(C)=O.[ClH:27].O1CCOCC1, predict the reaction product. The product is: [ClH:27].[NH2:5][CH2:9][C:10]1[C:11](=[O:20])[NH:12][C:13]([CH:17]2[CH2:18][CH2:19]2)=[CH:14][C:15]=1[CH3:16].